This data is from Full USPTO retrosynthesis dataset with 1.9M reactions from patents (1976-2016). The task is: Predict the reactants needed to synthesize the given product. (1) Given the product [OH:18][CH2:19][CH:20]([O:25][CH3:26])[C:21]([NH:23][CH3:24])=[O:22], predict the reactants needed to synthesize it. The reactants are: [Si]([O:18][CH2:19][CH:20]([O:25][CH3:26])[C:21]([NH:23][CH3:24])=[O:22])(C(C)(C)C)(C1C=CC=CC=1)C1C=CC=CC=1.[F-].C([N+](CCCC)(CCCC)CCCC)CCC. (2) Given the product [O:1]1[C:6]2[CH:7]=[CH:8][CH:9]=[CH:10][C:5]=2[N:4]([C:21]([N:32]2[CH2:36][CH:35]=[C:34]([O:37][S:38]([C:41]([F:42])([F:43])[F:44])(=[O:39])=[O:40])[CH2:33]2)=[O:23])[CH2:3][CH2:2]1, predict the reactants needed to synthesize it. The reactants are: [O:1]1[C:6]2[CH:7]=[CH:8][CH:9]=[CH:10][C:5]=2[NH:4][CH2:3][CH2:2]1.C(N(C(C)C)CC)(C)C.Cl[C:21](Cl)([O:23]C(=O)OC(Cl)(Cl)Cl)Cl.[NH:32]1[CH2:36][CH:35]=[C:34]([O:37][S:38]([C:41]([F:44])([F:43])[F:42])(=[O:40])=[O:39])[CH2:33]1. (3) Given the product [ClH:42].[N:11]1[CH:12]=[CH:13][CH:14]=[CH:15][C:10]=1[CH2:9][NH:8][CH2:16][CH2:17][C:18]1[CH:19]=[CH:20][C:21]([C:22]([NH:24][C@@H:25]([CH2:29][CH2:30][CH2:31][NH:32][CH2:33][C:34]2[CH:39]=[CH:38][CH:37]=[CH:36][N:35]=2)[C:26]([OH:28])=[O:27])=[O:23])=[CH:40][CH:41]=1, predict the reactants needed to synthesize it. The reactants are: C([N:8]([CH2:16][CH2:17][C:18]1[CH:41]=[CH:40][C:21]([C:22]([NH:24][C@@H:25]([CH2:29][CH2:30][CH2:31][NH:32][CH2:33][C:34]2[CH:39]=[CH:38][CH:37]=[CH:36][N:35]=2)[C:26]([OH:28])=[O:27])=[O:23])=[CH:20][CH:19]=1)[CH2:9][C:10]1[CH:15]=[CH:14][CH:13]=[CH:12][N:11]=1)(OC(C)(C)C)=O.[ClH:42].O1CCOCC1.